This data is from Full USPTO retrosynthesis dataset with 1.9M reactions from patents (1976-2016). The task is: Predict the reactants needed to synthesize the given product. (1) Given the product [Cl:26][C:27]1[CH:32]=[CH:31][C:30]([F:36])=[C:29]([C:2]2[CH:3]=[C:4]([NH:8][CH:9]([C:13]3[CH:18]=[CH:17][CH:16]=[CH:15][C:14]=3[F:19])[C:10]([NH2:12])=[O:11])[CH:5]=[N:6][CH:7]=2)[CH:28]=1, predict the reactants needed to synthesize it. The reactants are: Br[C:2]1[CH:3]=[C:4]([NH:8][CH:9]([C:13]2[CH:18]=[CH:17][CH:16]=[CH:15][C:14]=2[F:19])[C:10]([NH2:12])=[O:11])[CH:5]=[N:6][CH:7]=1.C([O-])([O-])=O.[K+].[K+].[Cl:26][C:27]1[CH:28]=[CH:29][C:30]([F:36])=[C:31](B(O)O)[CH:32]=1. (2) Given the product [CH3:66][O:67][CH2:68][C:69]([N:62]1[CH2:61][CH2:60][CH:59]([NH:58][C:52]2[CH:51]=[C:50]3[C:55](=[CH:54][CH:53]=2)[S:56][C:57]2[C:44]([C:42]4[NH:41][C:40](=[O:65])[CH:39]=[C:38]([N:35]5[CH2:34][CH2:33][O:32][CH2:37][CH2:36]5)[CH:43]=4)=[CH:45][CH:46]=[CH:47][C:48]=2[S:49]3)[CH2:64][CH2:63]1)=[O:70], predict the reactants needed to synthesize it. The reactants are: Cl.C(N=C=NCCCN(C)C)C.ON1C2C=CC=CC=2N=N1.C(N(CC)C(C)C)(C)C.[O:32]1[CH2:37][CH2:36][N:35]([C:38]2[CH:43]=[C:42]([C:44]3[C:57]4[S:56][C:55]5[C:50](=[CH:51][C:52]([NH:58][CH:59]6[CH2:64][CH2:63][NH:62][CH2:61][CH2:60]6)=[CH:53][CH:54]=5)[S:49][C:48]=4[CH:47]=[CH:46][CH:45]=3)[NH:41][C:40](=[O:65])[CH:39]=2)[CH2:34][CH2:33]1.[CH3:66][O:67][CH2:68][C:69](O)=[O:70].C(=O)([O-])O.[Na+]. (3) Given the product [C:27]([C:11]1[CH:12]=[C:13]([CH2:23][OH:24])[C:14]2[O:15][C:16]3[C:7](=[CH:6][C:5]([C:1]([CH3:4])([CH3:3])[CH3:2])=[CH:18][C:17]=3[CH2:19][OH:20])[C:8]([CH3:32])([CH3:31])[C:9]=2[CH:10]=1)([CH3:30])([CH3:29])[CH3:28], predict the reactants needed to synthesize it. The reactants are: [C:1]([C:5]1[CH:18]=[C:17]([C:19](OC)=[O:20])[C:16]2[O:15][C:14]3[C:13]([C:23](OC)=[O:24])=[CH:12][C:11]([C:27]([CH3:30])([CH3:29])[CH3:28])=[CH:10][C:9]=3[C:8]([CH3:32])([CH3:31])[C:7]=2[CH:6]=1)([CH3:4])([CH3:3])[CH3:2].[H-].[Al+3].[Li+].[H-].[H-].[H-].S([O-])([O-])(=O)=O.[Na+].[Na+]. (4) The reactants are: [CH2:1]([O:3][CH2:4][C:5]1[N:6]([O:18][CH2:19][CH2:20][NH:21]C(=O)OC(C)(C)C)[C:7]2[C:16]3[CH:15]=[CH:14][CH:13]=[CH:12][C:11]=3[N:10]=[CH:9][C:8]=2[N:17]=1)[CH3:2].ClC1C=CC=C(C(OO)=O)C=1.[OH-].[NH4+:41].C1(S(Cl)(=O)=O)C=CC=CC=1.C(=O)(O)[O-].[Na+].Cl.[OH-].[Na+]. Given the product [NH2:21][CH2:20][CH2:19][O:18][N:6]1[C:7]2[C:16]3[CH:15]=[CH:14][CH:13]=[CH:12][C:11]=3[N:10]=[C:9]([NH2:41])[C:8]=2[N:17]=[C:5]1[CH2:4][O:3][CH2:1][CH3:2], predict the reactants needed to synthesize it. (5) Given the product [CH3:1][C:2]1([CH3:34])[O:6][C@H:5]([C:7]([N:9]2[CH2:14][CH2:13][C:12]([C:15]3[C:16]([F:33])=[CH:17][C:18]([N:22]4[CH2:26][C@H:25]([CH2:27][OH:28])[O:24][C:23]4=[O:32])=[CH:19][C:20]=3[F:21])=[CH:11][CH2:10]2)=[O:8])[CH2:4][O:3]1, predict the reactants needed to synthesize it. The reactants are: [CH3:1][C:2]1([CH3:34])[O:6][C@H:5]([C:7]([N:9]2[CH2:14][CH2:13][C:12]([C:15]3[C:20]([F:21])=[CH:19][C:18]([N:22]4[CH2:26][C@H:25]([CH2:27][O:28]C(=O)C)[O:24][C:23]4=[O:32])=[CH:17][C:16]=3[F:33])=[CH:11][CH2:10]2)=[O:8])[CH2:4][O:3]1.C(=O)([O-])[O-].[K+].[K+].C(O)(=O)C.C(=O)(O)[O-].[Na+]. (6) Given the product [Cl:1][C:2]1[N:7]2[N:10]=[CH:9][N:8]=[C:6]2[C:5]([I:12])=[CH:4][CH:3]=1, predict the reactants needed to synthesize it. The reactants are: [Cl:1][C:2]1[N:7]=[C:6]([NH:8]/[CH:9]=[N:10]/O)[C:5]([I:12])=[CH:4][CH:3]=1.[OH-].[Na+]. (7) Given the product [CH2:1]([O:8][C:9]1[CH:18]=[CH:17][C:16]([NH2:19])=[C:15]2[C:10]=1[CH:11]=[CH:12][CH:13]=[N:14]2)[C:2]1[CH:3]=[CH:4][CH:5]=[CH:6][CH:7]=1, predict the reactants needed to synthesize it. The reactants are: [CH2:1]([O:8][C:9]1[CH:18]=[CH:17][C:16]([N+:19]([O-])=O)=[C:15]2[C:10]=1[CH:11]=[CH:12][CH:13]=[N:14]2)[C:2]1[CH:7]=[CH:6][CH:5]=[CH:4][CH:3]=1.Cl[Sn]Cl.